From a dataset of Catalyst prediction with 721,799 reactions and 888 catalyst types from USPTO. Predict which catalyst facilitates the given reaction. (1) Reactant: Cl[CH2:2][C:3]1[CH:32]=[CH:31][C:6]([C:7]([NH:9][C:10]2[CH:15]=[CH:14][C:13]([CH3:16])=[C:12]([C:17]3[CH:22]=[C:21]([N:23]4[CH2:28][CH2:27][O:26][CH2:25][CH2:24]4)[C:20](=[O:29])[N:19]([CH3:30])[CH:18]=3)[CH:11]=2)=[O:8])=[CH:5][C:4]=1[C:33]([F:36])([F:35])[F:34].[NH3:37]. Product: [NH2:37][CH2:2][C:3]1[CH:32]=[CH:31][C:6]([C:7]([NH:9][C:10]2[CH:15]=[CH:14][C:13]([CH3:16])=[C:12]([C:17]3[CH:22]=[C:21]([N:23]4[CH2:28][CH2:27][O:26][CH2:25][CH2:24]4)[C:20](=[O:29])[N:19]([CH3:30])[CH:18]=3)[CH:11]=2)=[O:8])=[CH:5][C:4]=1[C:33]([F:36])([F:35])[F:34]. The catalyst class is: 5. (2) Reactant: [NH:1]1[C:5]2=[N:6][CH:7]=[N:8][C:9]([NH2:10])=[C:4]2[CH:3]=[N:2]1.[H-].[Na+].CS(O[CH:18]1[CH2:23][CH2:22][CH2:21][N:20]([C:24]([O:26][C:27]([CH3:30])([CH3:29])[CH3:28])=[O:25])[CH2:19]1)(=O)=O. Product: [NH2:10][C:9]1[N:8]=[CH:7][N:6]=[C:5]2[N:1]([CH:22]3[CH2:23][CH2:18][CH2:19][N:20]([C:24]([O:26][C:27]([CH3:30])([CH3:29])[CH3:28])=[O:25])[CH2:21]3)[N:2]=[CH:3][C:4]=12. The catalyst class is: 3.